This data is from Retrosynthesis with 50K atom-mapped reactions and 10 reaction types from USPTO. The task is: Predict the reactants needed to synthesize the given product. (1) Given the product CCCCCCCCOc1ccc(C(=O)O[C@@H]2CC[C@@H](CCCCCC)OC2=O)cc1C#N, predict the reactants needed to synthesize it. The reactants are: CCCCCCCCOc1ccc(C(=O)O)cc1C#N.CCCCCC[C@@H]1CC[C@H](O)C(=O)O1. (2) The reactants are: CCCN1C(=O)N(N=CC(O)C2CCCCC2)C2CC(SCCCC(=O)OC)CC21. Given the product CCCN1C(=O)N(N=CC(O)C2CCCCC2)C2CC(SCCCC(=O)O)CC21, predict the reactants needed to synthesize it. (3) Given the product CC(C)[Si](C#Cc1cccc(-c2cc(C(N)=O)c(NC(N)=O)[nH]2)c1)(C(C)C)C(C)C, predict the reactants needed to synthesize it. The reactants are: C#C[Si](C(C)C)(C(C)C)C(C)C.NC(=O)Nc1[nH]c(-c2cccc(Br)c2)cc1C(N)=O. (4) Given the product CC1(C)c2cc(C#N)ccc2OC1OC(=O)CCl, predict the reactants needed to synthesize it. The reactants are: CC1(C)c2cc(C#N)ccc2OC1O.O=C(Cl)CCl. (5) Given the product C=CCOc1cc(C(=O)O)cc(C(=O)OC)c1, predict the reactants needed to synthesize it. The reactants are: C=CCOc1cc(C(=O)OC)cc(C(=O)OC)c1. (6) Given the product COC(=O)c1c(OC)ccc2nc(Nc3ccccc3)cnc12, predict the reactants needed to synthesize it. The reactants are: COC(=O)c1c(OC)ccc2nc(Cl)cnc12.Nc1ccccc1. (7) Given the product Cc1cc(C2(c3cccc(O)c3)N=C(NC(=O)OC(C)(C)C)c3ncccc32)cc(C)n1, predict the reactants needed to synthesize it. The reactants are: CC(C)(C)OC(=O)OC(=O)OC(C)(C)C.Cc1cc(C2(c3cccc(O)c3)N=C(N)c3ncccc32)cc(C)n1. (8) Given the product CCCc1nc2c(C)cc(Br)cc2n1CCOc1ccc(CC2SC(=O)NC2=O)cc1C(=O)O, predict the reactants needed to synthesize it. The reactants are: CCCc1nc2c(C)cc(Br)cc2n1CCOc1ccc(CC2SC(=O)NC2=O)cc1C(=O)OC.